This data is from Full USPTO retrosynthesis dataset with 1.9M reactions from patents (1976-2016). The task is: Predict the reactants needed to synthesize the given product. (1) Given the product [CH3:9][O:8][C:7]1[N:6]=[C:5]([NH2:10])[C:4]([N+:11]([O-:13])=[O:12])=[CH:3][C:2]=1[CH3:14], predict the reactants needed to synthesize it. The reactants are: I[C:2]1[CH:3]=[C:4]([N+:11]([O-:13])=[O:12])[C:5]([NH2:10])=[N:6][C:7]=1[O:8][CH3:9].[CH3:14]B1OB(C)OB(C)O1.C(=O)([O-])[O-].[Cs+].[Cs+].CN(C)C=O. (2) Given the product [O:25]1[C:29]2[C:30]([C:2]3[N:7]=[CH:6][N:5]=[C:4]([NH:8][C:9]4[CH:10]=[C:11]([CH:22]=[CH:23][CH:24]=4)[CH2:12][S:13](=[N:16][C:17](=[O:21])[O:18][CH2:19][CH3:20])([CH3:15])=[O:14])[N:3]=3)=[CH:31][CH:32]=[CH:33][C:28]=2[CH2:27][CH2:26]1, predict the reactants needed to synthesize it. The reactants are: Cl[C:2]1[N:7]=[CH:6][N:5]=[C:4]([NH:8][C:9]2[CH:10]=[C:11]([CH:22]=[CH:23][CH:24]=2)[CH2:12][S:13](=[N:16][C:17](=[O:21])[O:18][CH2:19][CH3:20])([CH3:15])=[O:14])[N:3]=1.[O:25]1[C:29]2[C:30](B(O)O)=[CH:31][CH:32]=[CH:33][C:28]=2[CH2:27][CH2:26]1. (3) The reactants are: [H-].[Na+].[CH3:3][C:4]1([CH3:24])[NH:8][C:7](=[O:9])[N:6]([C:10]2[CH:15]=[CH:14][C:13]([N+:16]([O-:18])=[O:17])=[C:12]([C:19]([F:22])([F:21])[F:20])[CH:11]=2)[C:5]1=[O:23].[I:25][CH2:26][CH2:27][CH2:28][CH2:29][CH2:30]I.[NH4+].[Cl-]. Given the product [I:25][CH2:26][CH2:27][CH2:28][CH2:29][CH2:30][N:8]1[C:4]([CH3:24])([CH3:3])[C:5](=[O:23])[N:6]([C:10]2[CH:15]=[CH:14][C:13]([N+:16]([O-:18])=[O:17])=[C:12]([C:19]([F:22])([F:21])[F:20])[CH:11]=2)[C:7]1=[O:9], predict the reactants needed to synthesize it.